This data is from Forward reaction prediction with 1.9M reactions from USPTO patents (1976-2016). The task is: Predict the product of the given reaction. Given the reactants [Cl:1][C:2]1[C:7]([C:8]([F:11])([F:10])[F:9])=[CH:6][C:5]([NH:12][S:13]([CH3:16])(=[O:15])=[O:14])=[C:4](I)[CH:3]=1.[F:18][C:19]([F:30])([F:29])[CH2:20][S:21][CH2:22][C:23]([OH:28])([CH2:26][CH3:27])[C:24]#[CH:25], predict the reaction product. The product is: [Cl:1][C:2]1[CH:3]=[C:4]2[C:5](=[CH:6][C:7]=1[C:8]([F:11])([F:10])[F:9])[N:12]([S:13]([CH3:16])(=[O:15])=[O:14])[C:24]([C:23]([OH:28])([CH2:26][CH3:27])[CH2:22][S:21][CH2:20][C:19]([F:30])([F:18])[F:29])=[CH:25]2.